Dataset: Full USPTO retrosynthesis dataset with 1.9M reactions from patents (1976-2016). Task: Predict the reactants needed to synthesize the given product. (1) Given the product [C:8]([O:7][C:6]([NH:5][CH2:4][CH2:3][C:2]([N:25]1[C:26]([C:28]([O:30][CH2:31][CH3:32])=[O:29])=[CH:27][C:23]([CH2:22][O:15][C:16]2[CH:21]=[CH:20][CH:19]=[CH:18][CH:17]=2)=[N:24]1)([CH3:14])[CH3:13])=[O:12])([CH3:11])([CH3:10])[CH3:9], predict the reactants needed to synthesize it. The reactants are: O[C:2]([CH3:14])([CH3:13])[CH2:3][CH2:4][NH:5][C:6](=[O:12])[O:7][C:8]([CH3:11])([CH3:10])[CH3:9].[O:15]([CH2:22][C:23]1[CH:27]=[C:26]([C:28]([O:30][CH2:31][CH3:32])=[O:29])[NH:25][N:24]=1)[C:16]1[CH:21]=[CH:20][CH:19]=[CH:18][CH:17]=1. (2) Given the product [Cl:1][C:2]1[CH:7]=[CH:6][CH:5]=[CH:4][C:3]=1[CH:11]=[CH:10][CH:9]=[O:12], predict the reactants needed to synthesize it. The reactants are: [Cl:1][C:2]1[CH:7]=[CH:6][CH:5]=[CH:4][C:3]=1I.[CH2:9]([OH:12])[CH:10]=[CH2:11].C([O-])(O)=O.[Na+].O. (3) Given the product [BrH:22].[NH2:1][C:2]1[C:6]2[C:7](=[O:21])[N:8]([C:11]3[C:12]([F:20])=[CH:13][C:14]([C:15]#[N:16])=[CH:17][C:18]=3[F:19])[CH:9]=[C:10]([Br:22])[C:5]=2[NH:4][N:3]=1, predict the reactants needed to synthesize it. The reactants are: [NH2:1][C:2]1[C:6]2[C:7](=[O:21])[N:8]([C:11]3[C:18]([F:19])=[CH:17][C:14]([C:15]#[N:16])=[CH:13][C:12]=3[F:20])[CH:9]=[CH:10][C:5]=2[NH:4][N:3]=1.[Br:22]Br. (4) Given the product [F:35][C:31]1[CH:30]=[C:29]2[C:34]([C:26]([C:24]3[CH:23]=[CH:22][C:20]4[N:21]=[C:17]([CH2:16][NH2:8])[O:18][C:19]=4[CH:25]=3)=[CH:27][NH:28]2)=[CH:33][CH:32]=1, predict the reactants needed to synthesize it. The reactants are: C(OC([N:8]([CH2:16][C:17]1[O:18][C:19]2[CH:25]=[C:24]([C:26]3[C:34]4[C:29](=[CH:30][C:31]([F:35])=[CH:32][CH:33]=4)[NH:28][CH:27]=3)[CH:23]=[CH:22][C:20]=2[N:21]=1)C(=O)OC(C)(C)C)=O)(C)(C)C. (5) Given the product [Br:1][C:2]1[CH:3]=[C:4]([CH:30]=[CH:31][CH:32]=1)[CH2:5][N:6]1[C:14]2[C:13](=[O:15])[N:12]([CH3:16])[C:11](=[O:17])[N:10]([CH3:18])[C:9]=2[N:8]=[C:7]1[N:19]([CH3:36])[C:20]1[CH:25]=[CH:24][CH:23]=[C:22]([C:26]([F:29])([F:28])[F:27])[CH:21]=1, predict the reactants needed to synthesize it. The reactants are: [Br:1][C:2]1[CH:3]=[C:4]([CH:30]=[CH:31][CH:32]=1)[CH2:5][N:6]1[C:14]2[C:13](=[O:15])[N:12]([CH3:16])[C:11](=[O:17])[N:10]([CH3:18])[C:9]=2[N:8]=[C:7]1[NH:19][C:20]1[CH:25]=[CH:24][CH:23]=[C:22]([C:26]([F:29])([F:28])[F:27])[CH:21]=1.[H-].[Na+].I[CH3:36]. (6) Given the product [F:1][C:2]([F:10])([F:9])[C:3](=[O:8])[C:4]([F:6])([F:5])[CH:16]([OH:21])[CH2:17][CH2:18][CH3:19], predict the reactants needed to synthesize it. The reactants are: [F:1][C:2]([F:10])([F:9])[CH:3]([OH:8])[C:4](F)([F:6])[F:5].C([Li])CCC.[CH:16](=[O:21])[CH2:17][CH:18](C)[CH3:19].Cl. (7) The reactants are: [CH2:1]([O:3][C:4](=[O:28])[CH:5]=[CH:6][C:7]1[CH:12]=[CH:11][C:10]([CH2:13]NC(=O)C2C=CC(N3CCCC3)=CC=2)=[CH:9][CH:8]=1)[CH3:2].[C:29]1([S:35](CC2C=CC(CO)=CC=2)(=[O:37])=[O:36])[CH:34]=[CH:33][CH:32]=[CH:31][CH:30]=1. Given the product [CH2:1]([O:3][C:4](=[O:28])[CH:5]=[CH:6][C:7]1[CH:8]=[CH:9][C:10]([CH2:13][S:35]([C:29]2[CH:34]=[CH:33][CH:32]=[CH:31][CH:30]=2)(=[O:37])=[O:36])=[CH:11][CH:12]=1)[CH3:2], predict the reactants needed to synthesize it.